This data is from HIV replication inhibition screening data with 41,000+ compounds from the AIDS Antiviral Screen. The task is: Binary Classification. Given a drug SMILES string, predict its activity (active/inactive) in a high-throughput screening assay against a specified biological target. (1) The molecule is CC(C)c1ccc(S(=O)(=O)c2ccc([N+](=O)[O-])cc2[N+](=O)[O-])cc1. The result is 0 (inactive). (2) The molecule is CC(C)CCCC(C)C1CCC2C3=CC(OS(=O)(=O)O)C4(O)CC(O)CCC4(C)C3(O)CCC21C. The result is 0 (inactive). (3) The compound is Cc1ccc2nc(NC(=O)C(Cc3nc4ccc(Cl)cc4nc3O)=NNC(C)(C)C)sc2c1. The result is 0 (inactive). (4) The compound is Cc1ccc(-n2c(Cn3nnc(-c4cccnc4)n3)nn(C3OC(COC(=O)c4ccccc4)C(OC(=O)c4ccccc4)C3OC(=O)c3ccccc3)c2=S)cc1C. The result is 0 (inactive).